From a dataset of Forward reaction prediction with 1.9M reactions from USPTO patents (1976-2016). Predict the product of the given reaction. (1) Given the reactants [Cl:1][C:2]1[CH:7]=[C:6]([C:8]2[C:17]3[C:12](=[CH:13][C:14]([S:18](OC4C(F)=C(F)C(F)=C(F)C=4F)(=[O:20])=[O:19])=[CH:15][CH:16]=3)[CH:11]=[N:10][N:9]=2)[C:5]([O:33][CH3:34])=[CH:4][C:3]=1[C:35]1[CH:40]=[CH:39][CH:38]=[C:37]([F:41])[CH:36]=1.[O:42]1[CH:46]=[CH:45][C:44]([NH2:47])=[N:43]1.C[Si]([N-][Si](C)(C)C)(C)C.[Li+], predict the reaction product. The product is: [Cl:1][C:2]1[CH:7]=[C:6]([C:8]2[C:17]3[C:12](=[CH:13][C:14]([S:18]([NH:47][C:44]4[CH:45]=[CH:46][O:42][N:43]=4)(=[O:19])=[O:20])=[CH:15][CH:16]=3)[CH:11]=[N:10][N:9]=2)[C:5]([O:33][CH3:34])=[CH:4][C:3]=1[C:35]1[CH:40]=[CH:39][CH:38]=[C:37]([F:41])[CH:36]=1. (2) Given the reactants [C:1]([O:5][C@@H:6]([C:12]1[C:30]([CH3:31])=[CH:29][C:15]2[N:16]=[C:17](C3C=CC4N(C)N=NC=4C=3)[S:18][C:14]=2[C:13]=1[C:32]1[CH:37]=[CH:36][C:35]([Cl:38])=[CH:34][CH:33]=1)[C:7]([O:9][CH2:10][CH3:11])=[O:8])([CH3:4])([CH3:3])[CH3:2].[CH3:39][C:40]1[N:41]=[C:42]([CH3:58])[N:43]2[CH:48]=[CH:47][C:46](B3OC(C)(C)C(C)(C)O3)=[CH:45][C:44]=12, predict the reaction product. The product is: [C:1]([O:5][C@@H:6]([C:12]1[C:30]([CH3:31])=[CH:29][C:15]2[N:16]=[C:17]([C:46]3[CH:47]=[CH:48][N:43]4[C:42]([CH3:58])=[N:41][C:40]([CH3:39])=[C:44]4[CH:45]=3)[S:18][C:14]=2[C:13]=1[C:32]1[CH:33]=[CH:34][C:35]([Cl:38])=[CH:36][CH:37]=1)[C:7]([O:9][CH2:10][CH3:11])=[O:8])([CH3:2])([CH3:3])[CH3:4]. (3) Given the reactants [C:1]1([NH:7][C:8]2[CH:13]=[CH:12][CH:11]=[CH:10][CH:9]=2)[CH:6]=[CH:5][CH:4]=[CH:3][CH:2]=1.[C:14](Cl)(=[O:18])[C:15](Cl)=[O:16], predict the reaction product. The product is: [C:8]1([N:7]2[C:1]3[C:2](=[CH:3][CH:4]=[CH:5][CH:6]=3)[C:14](=[O:18])[C:15]2=[O:16])[CH:9]=[CH:10][CH:11]=[CH:12][CH:13]=1. (4) The product is: [Cl:1][C:2]1[C:11]2[C:6](=[CH:7][CH:8]=[CH:9][CH:10]=2)[CH:5]=[CH:4][C:3]=1[CH2:12][CH2:13][CH2:14][NH:15][CH2:21][C:17]1[S:16][CH:20]=[CH:19][CH:18]=1. Given the reactants [Cl:1][C:2]1[C:11]2[C:6](=[CH:7][CH:8]=[CH:9][CH:10]=2)[CH:5]=[CH:4][C:3]=1[CH2:12][CH2:13][CH2:14][NH2:15].[S:16]1[CH:20]=[CH:19][CH:18]=[C:17]1[CH:21]=O, predict the reaction product. (5) Given the reactants [C:1]1([CH2:7][N:8]2[C:12](=[O:13])[CH2:11][CH2:10][C:9]2=[O:14])[CH:6]=[CH:5][CH:4]=[CH:3][CH:2]=1.[CH:15]1([Mg]Br)[CH2:17][CH2:16]1, predict the reaction product. The product is: [CH:15]1([C:12]2([OH:13])[N:8]([CH2:7][C:1]3[CH:2]=[CH:3][CH:4]=[CH:5][CH:6]=3)[C:9](=[O:14])[CH2:10][CH2:11]2)[CH2:17][CH2:16]1. (6) Given the reactants C(OC([NH:8][CH2:9][C:10]([NH:12][CH2:13][C:14]1[CH:15]=[C:16]([NH:20]/[C:21](=[C:28]2\[C:29](=[O:40])[NH:30][C:31]3[C:36]\2=[CH:35][C:34]([N+:37]([O-:39])=[O:38])=[CH:33][CH:32]=3)/[C:22]2[CH:27]=[CH:26][CH:25]=[CH:24][CH:23]=2)[CH:17]=[CH:18][CH:19]=1)=[O:11])=O)(C)(C)C.C(OCC)(=O)C.[ClH:47], predict the reaction product. The product is: [ClH:47].[NH2:8][CH2:9][C:10]([NH:12][CH2:13][C:14]1[CH:15]=[C:16]([NH:20]/[C:21](=[C:28]2\[C:29](=[O:40])[NH:30][C:31]3[C:36]\2=[CH:35][C:34]([N+:37]([O-:39])=[O:38])=[CH:33][CH:32]=3)/[C:22]2[CH:23]=[CH:24][CH:25]=[CH:26][CH:27]=2)[CH:17]=[CH:18][CH:19]=1)=[O:11]. (7) Given the reactants OS(O)(=O)=O.[Br:6][C:7]1[CH:26]=[CH:25][C:10]([O:11][CH:12]([C:20]([O:22][CH2:23][CH3:24])=[O:21])[C:13](=O)[C:14]([O:16][CH2:17][CH3:18])=[O:15])=[CH:9][CH:8]=1, predict the reaction product. The product is: [Br:6][C:7]1[CH:8]=[CH:9][C:10]2[O:11][C:12]([C:20]([O:22][CH2:23][CH3:24])=[O:21])=[C:13]([C:14]([O:16][CH2:17][CH3:18])=[O:15])[C:25]=2[CH:26]=1.